From a dataset of Full USPTO retrosynthesis dataset with 1.9M reactions from patents (1976-2016). Predict the reactants needed to synthesize the given product. (1) The reactants are: Br[C:2]1[CH:11]=[CH:10][C:5]([C:6]([O:8][CH3:9])=[O:7])=[C:4]([O:12][CH3:13])[CH:3]=1.[C:14]([C:16]1[CH:21]=[CH:20][CH:19]=[CH:18][C:17]=1B(O)O)#[N:15].C(=O)([O-])[O-].[Cs+].[Cs+].C(OCC)(=O)C. Given the product [C:14]([C:16]1[CH:21]=[CH:20][CH:19]=[CH:18][C:17]=1[C:2]1[CH:11]=[CH:10][C:5]([C:6]([O:8][CH3:9])=[O:7])=[C:4]([O:12][CH3:13])[CH:3]=1)#[N:15], predict the reactants needed to synthesize it. (2) Given the product [CH2:1]([O:8][C:9]([N:11]([CH2:24][CH2:25][S:26]([CH3:29])(=[O:28])=[O:27])[C@@H:12]([CH3:16])[C:13]([OH:15])=[O:14])=[O:10])[C:2]1[CH:3]=[CH:4][CH:5]=[CH:6][CH:7]=1, predict the reactants needed to synthesize it. The reactants are: [CH2:1]([O:8][C:9]([NH:11][C@@H:12]([CH3:16])[C:13]([OH:15])=[O:14])=[O:10])[C:2]1[CH:7]=[CH:6][CH:5]=[CH:4][CH:3]=1.[H-].[Na+].CS(O[CH2:24][CH2:25][S:26]([CH3:29])(=[O:28])=[O:27])(=O)=O. (3) Given the product [CH3:8][C:6]1[CH:5]=[C:4]([NH:9][C:10]([N:12]2[CH2:24][C:23]3([CH2:26][CH2:25]3)[C:15]3[C:16]4[C:17](=[N:22][C:14]=3[CH:13]2[C:27]2[CH:32]=[CH:31][CH:30]=[C:29]([F:33])[CH:28]=2)[N:18]([CH3:34])[CH:19]=[CH:20][CH:21]=4)=[O:11])[CH:3]=[C:2]([CH3:1])[CH:7]=1, predict the reactants needed to synthesize it. The reactants are: [CH3:1][C:2]1[CH:3]=[C:4]([NH:9][C:10]([N:12]2[CH2:24][C:23]3([CH2:26][CH2:25]3)[C:15]3[C:16]4[C:17](=[N:22][C:14]=3[CH:13]2[C:27]2[CH:32]=[CH:31][CH:30]=[C:29]([F:33])[CH:28]=2)[NH:18][CH:19]=[CH:20][CH:21]=4)=[O:11])[CH:5]=[C:6]([CH3:8])[CH:7]=1.[C:34]1(C)C=CC(S(OC)(=O)=O)=CC=1.C(=O)([O-])[O-].[Na+].[Na+]. (4) The reactants are: [Ca:1].[P:2]([O-:6])([O-:5])([O-:4])=[O:3]. Given the product [P:2]([O-:6])([O-:5])([O-:4])=[O:3].[Ca+2:1].[P:2]([O-:6])([O-:5])([O-:4])=[O:3].[Ca+2:1].[Ca+2:1], predict the reactants needed to synthesize it.